The task is: Predict which catalyst facilitates the given reaction.. This data is from Catalyst prediction with 721,799 reactions and 888 catalyst types from USPTO. (1) Reactant: [F:1][C:2]1[CH:7]=[CH:6][C:5]([S:8]([NH:11][C:12]2[CH:13]=[C:14]([C:18]3[CH:27]=[N:26][C:25]4[C:24]([N:28]5[CH2:33][CH2:32][O:31][CH2:30][CH2:29]5)=[N:23][C:22]([C:34]5[CH:35]=[N:36][C:37]([NH:40]C(=O)OC(C)(C)C)=[N:38][CH:39]=5)=[N:21][C:20]=4[CH:19]=3)[CH:15]=[CH:16][CH:17]=2)(=[O:10])=[O:9])=[CH:4][CH:3]=1.FC(F)(F)C(O)=O. Product: [NH2:40][C:37]1[N:36]=[CH:35][C:34]([C:22]2[N:23]=[C:24]([N:28]3[CH2:33][CH2:32][O:31][CH2:30][CH2:29]3)[C:25]3[N:26]=[CH:27][C:18]([C:14]4[CH:13]=[C:12]([NH:11][S:8]([C:5]5[CH:6]=[CH:7][C:2]([F:1])=[CH:3][CH:4]=5)(=[O:9])=[O:10])[CH:17]=[CH:16][CH:15]=4)=[CH:19][C:20]=3[N:21]=2)=[CH:39][N:38]=1. The catalyst class is: 2. (2) Reactant: [CH3:1][O:2][C:3]1[CH:4]=[C:5]2[C:10](=[CH:11][C:12]=1[O:13][CH3:14])[N:9]=[CH:8][CH:7]=[C:6]2[O:15][C:16]1[CH:22]=[CH:21][C:19]([NH2:20])=[CH:18][C:17]=1[CH3:23].C(N(CC)CC)C.ClC(Cl)(O[C:35](=[O:41])OC(Cl)(Cl)Cl)Cl.[CH2:43]([N:45]([CH2:49][CH3:50])[CH2:46][CH2:47][NH2:48])[CH3:44]. Product: [CH2:43]([N:45]([CH2:49][CH3:50])[CH2:46][CH2:47][NH:48][C:35]([NH:20][C:19]1[CH:21]=[CH:22][C:16]([O:15][C:6]2[C:5]3[C:10](=[CH:11][C:12]([O:13][CH3:14])=[C:3]([O:2][CH3:1])[CH:4]=3)[N:9]=[CH:8][CH:7]=2)=[C:17]([CH3:23])[CH:18]=1)=[O:41])[CH3:44]. The catalyst class is: 146.